Dataset: Full USPTO retrosynthesis dataset with 1.9M reactions from patents (1976-2016). Task: Predict the reactants needed to synthesize the given product. (1) Given the product [Br:1][C:2]1[CH:10]=[C:9]2[C:5]([C:6]([S:17][CH3:18])=[N:7][N:8]2[C:11]2[CH:16]=[CH:15][CH:14]=[CH:13][CH:12]=2)=[CH:4][CH:3]=1, predict the reactants needed to synthesize it. The reactants are: [Br:1][C:2]1[CH:10]=[C:9]2[C:5]([C:6]([SH:17])=[N:7][N:8]2[C:11]2[CH:16]=[CH:15][CH:14]=[CH:13][CH:12]=2)=[CH:4][CH:3]=1.[C:18]([O-])([O-])=O.[Cs+].[Cs+].IC. (2) Given the product [Br:1][C:9]1[C:5]([C:3]#[N:4])=[N:6][N:7]([CH2:22][CH2:23][O:24][CH3:25])[C:8]=1[CH2:10][C:11]([NH:14][C:15](=[O:21])[O:16][C:17]([CH3:18])([CH3:19])[CH3:20])([CH3:13])[CH3:12], predict the reactants needed to synthesize it. The reactants are: [Br:1]Br.[C:3]([C:5]1[CH:9]=[C:8]([CH2:10][C:11]([NH:14][C:15](=[O:21])[O:16][C:17]([CH3:20])([CH3:19])[CH3:18])([CH3:13])[CH3:12])[N:7]([CH2:22][CH2:23][O:24][CH3:25])[N:6]=1)#[N:4].C([O-])(=O)C.[K+].S(=O)(O)[O-].[Na+].